From a dataset of Forward reaction prediction with 1.9M reactions from USPTO patents (1976-2016). Predict the product of the given reaction. (1) Given the reactants Br[C:2]1[CH:7]=[C:6]([C:8]([CH3:14])([CH3:13])[C:9]([F:12])([F:11])[F:10])[N:5]=[CH:4][C:3]=1[NH:15][C:16](=[O:44])[CH2:17][C:18]1[CH:23]=[CH:22][C:21]([C:24]2[CH:25]=[N:26][C:27]([O:33]CC3C=CC(OC)=CC=3)=[CH:28][C:29]=2[O:30][CH2:31][CH3:32])=[CH:20][C:19]=1[F:43].C(Cl)[Cl:46], predict the reaction product. The product is: [ClH:46].[CH2:31]([O:30][C:29]1[C:24]([C:21]2[CH:22]=[CH:23][C:18]([CH2:17][C:16]([NH:15][C:3]3[CH:4]=[N:5][C:6]([C:8]([CH3:14])([CH3:13])[C:9]([F:11])([F:12])[F:10])=[CH:7][CH:2]=3)=[O:44])=[C:19]([F:43])[CH:20]=2)=[CH:25][NH:26][C:27](=[O:33])[CH:28]=1)[CH3:32]. (2) The product is: [Br:1][C:2]1[C:3]([F:13])=[C:4]2[C:9](=[CH:10][CH:11]=1)[CH2:8][CH:7]([N:14]1[CH2:19][CH2:18][O:17][CH2:16][CH2:15]1)[CH2:6][CH2:5]2. Given the reactants [Br:1][C:2]1[C:3]([F:13])=[C:4]2[C:9](=[CH:10][CH:11]=1)[CH2:8][C:7](=O)[CH2:6][CH2:5]2.[NH:14]1[CH2:19][CH2:18][O:17][CH2:16][CH2:15]1.C(O)(=O)C.[Na].C(=O)([O-])[O-].[K+].[K+], predict the reaction product. (3) Given the reactants [CH3:1][O:2][CH2:3][CH2:4][O:5][CH2:6][CH2:7][O:8][CH2:9][CH2:10][OH:11].[C:12](O)(=[O:15])[CH2:13][SH:14].C1(C)C=CC(S(O)(=O)=O)=CC=1.S([O-])([O-])(=O)=O.[Mg+2], predict the reaction product. The product is: [SH:14][CH2:13][C:12]([O:11][CH2:10][CH2:9][O:8][CH2:7][CH2:6][O:5][CH2:4][CH2:3][O:2][CH3:1])=[O:15]. (4) Given the reactants Br[C:2]1[CH:3]=[C:4]([CH:16]=[C:17]([N+:19]([O-:21])=[O:20])[CH:18]=1)[O:5][CH2:6][CH2:7][NH:8][C:9](=[O:15])[O:10][C:11]([CH3:14])([CH3:13])[CH3:12].[CH3:22][N:23]1[CH:27]=[CH:26][C:25](B2OC(C)(C)C(C)(C)O2)=[N:24]1.C([O-])([O-])=O.[Na+].[Na+], predict the reaction product. The product is: [CH3:22][N:23]1[CH:27]=[C:26]([C:2]2[CH:3]=[C:4]([CH:16]=[C:17]([N+:19]([O-:21])=[O:20])[CH:18]=2)[O:5][CH2:6][CH2:7][NH:8][C:9](=[O:15])[O:10][C:11]([CH3:14])([CH3:13])[CH3:12])[CH:25]=[N:24]1. (5) Given the reactants [NH2:1][C:2]1[C:11]2[C:6](=[CH:7][C:8]([CH2:12][N:13]3[CH2:18][CH2:17][N:16]([C:19](=[O:29])[CH2:20][C:21]([C:23]4[S:24][C:25]([Cl:28])=[CH:26][CH:27]=4)=[O:22])[CH:15]([CH2:30][CH2:31][CH3:32])[C:14]3=[O:33])=[CH:9][CH:10]=2)[N:5]=[CH:4][N:3]=1.[H-].[Na+].C1C=CC(S(N(S(C2C=CC=CC=2)(=O)=O)[F:46])(=O)=O)=CC=1.C(O)(=O)C, predict the reaction product. The product is: [NH2:1][C:2]1[C:11]2[C:6](=[CH:7][C:8]([CH2:12][N:13]3[CH2:18][CH2:17][N:16]([C:19](=[O:29])[CH:20]([F:46])[C:21]([C:23]4[S:24][C:25]([Cl:28])=[CH:26][CH:27]=4)=[O:22])[CH:15]([CH2:30][CH2:31][CH3:32])[C:14]3=[O:33])=[CH:9][CH:10]=2)[N:5]=[CH:4][N:3]=1. (6) Given the reactants [CH3:1][C:2]1[C:3](=[CH:7][C:8](=[CH:12][CH:13]=1)[N:9]=[C:10]=[O:11])[N:4]=[C:5]=[O:6].[CH3:14][N:15]1[CH2:19][CH2:18][CH2:17][C:16]1=[O:20], predict the reaction product. The product is: [CH3:1][C:2]1[C:3](=[CH:7][C:8](=[CH:12][CH:13]=1)[N:9]=[C:10]=[O:11])[N:4]=[C:5]=[O:6].[CH3:14][N:15]1[CH2:19][CH2:18][CH2:17][C:16]1=[O:20]. (7) Given the reactants [Cl:1][C:2]1[C:7]([O:8][CH3:9])=[CH:6][C:5]([O:10][CH3:11])=[C:4]([Cl:12])[C:3]=1[C:13]1[C:24](=[O:25])[N:23]([CH2:26][CH2:27][NH:28][CH:29]2[CH2:32][N:31]([C:33]([O:35][C:36]([CH3:39])([CH3:38])[CH3:37])=[O:34])[CH2:30]2)[C:16]2[N:17]=[C:18]([S:21][CH3:22])[N:19]=[CH:20][C:15]=2[CH:14]=1.[C:40](O[C:40]([C:42]([F:45])([F:44])[F:43])=[O:41])([C:42]([F:45])([F:44])[F:43])=[O:41].O, predict the reaction product. The product is: [Cl:12][C:4]1[C:5]([O:10][CH3:11])=[CH:6][C:7]([O:8][CH3:9])=[C:2]([Cl:1])[C:3]=1[C:13]1[C:24](=[O:25])[N:23]([CH2:26][CH2:27][N:28]([CH:29]2[CH2:32][N:31]([C:33]([O:35][C:36]([CH3:39])([CH3:38])[CH3:37])=[O:34])[CH2:30]2)[C:40](=[O:41])[C:42]([F:45])([F:44])[F:43])[C:16]2[N:17]=[C:18]([S:21][CH3:22])[N:19]=[CH:20][C:15]=2[CH:14]=1. (8) Given the reactants C([O:5][C:6]([N:8]1[CH2:13][CH2:12][N:11]([C:14]2[C:23]3[C:18](=[CH:19][C:20]([Cl:24])=[CH:21][CH:22]=3)[NH:17][C:16](=[O:25])[CH:15]=2)[CH2:10][CH2:9]1)=O)(C)(C)C.[C:26](O)([C:28]([F:31])(F)F)=O.C(Cl)Cl, predict the reaction product. The product is: [Cl:24][C:20]1[CH:19]=[C:18]2[C:23]([C:14]([N:11]3[CH2:10][CH2:9][N:8]([C:6]([NH:11][C:14]4[CH:23]=[CH:26][C:28]([F:31])=[CH:16][CH:15]=4)=[O:5])[CH2:13][CH2:12]3)=[CH:15][C:16](=[O:25])[NH:17]2)=[CH:22][CH:21]=1.